This data is from Reaction yield outcomes from USPTO patents with 853,638 reactions. The task is: Predict the reaction yield, written as a fraction of the theoretical maximum amount of product (1.0 means a 100% yield; for example, 0.34 means a 34% yield). (1) The reactants are [CH3:1][C:2]1[C:7]([CH3:8])=[CH:6][CH:5]=[CH:4][C:3]=1[C:9]1[CH:10]=[C:11]([C:14]([O:16]CC)=O)[NH:12][CH:13]=1.ClC1C=CC=CC=1C1C=C(C(OC)=O)[NH:29][N:30]=1. No catalyst specified. The product is [CH3:1][C:2]1[C:7]([CH3:8])=[CH:6][CH:5]=[CH:4][C:3]=1[C:9]1[CH:10]=[C:11]([C:14]([NH:29][NH2:30])=[O:16])[NH:12][CH:13]=1. The yield is 0.590. (2) The reactants are [CH3:1][O:2][C:3](=[O:16])[C:4]1[CH:9]=[CH:8][C:7](I)=[C:6]([O:11][CH2:12][C:13]([CH3:15])=[CH2:14])[CH:5]=1.C(=O)([O-])[O-].[K+].[K+].[C:23]1(B(O)O)[CH:28]=[CH:27][CH:26]=[CH:25][CH:24]=1. The catalyst is CN(C=O)C.[Cl-].C([N+](CCCC)(CCCC)CCCC)CCC.C([O-])(=O)C.[Pd+2].C([O-])(=O)C. The product is [CH3:1][O:2][C:3]([C:4]1[CH:9]=[CH:8][C:7]2[C:13]([CH2:15][C:23]3[CH:28]=[CH:27][CH:26]=[CH:25][CH:24]=3)([CH3:14])[CH2:12][O:11][C:6]=2[CH:5]=1)=[O:16]. The yield is 0.950. (3) The reactants are [Cl:1][C:2]1[CH:34]=[CH:33][C:5]([C:6]([N:8]2[CH2:13][CH2:12][N:11]([CH:14]3[CH:18]([OH:19])[CH2:17][N:16]([C:20]4[N:25]=[C:24]([C:26]([F:29])([F:28])[F:27])[C:23]([C:30]([OH:32])=O)=[CH:22][N:21]=4)[CH2:15]3)[CH2:10][CH2:9]2)=[O:7])=[CH:4][CH:3]=1.C[N:36](C(ON1N=NC2C=CC=NC1=2)=[N+](C)C)C.F[P-](F)(F)(F)(F)F.CCN(C(C)C)C(C)C.C1C=CC2N(O)N=NC=2C=1.[NH4+].[Cl-]. The catalyst is CN(C=O)C.CCOC(C)=O. The product is [Cl:1][C:2]1[CH:34]=[CH:33][C:5]([C:6]([N:8]2[CH2:9][CH2:10][N:11]([CH:14]3[CH:18]([OH:19])[CH2:17][N:16]([C:20]4[N:25]=[C:24]([C:26]([F:27])([F:28])[F:29])[C:23]([C:30]([NH2:36])=[O:32])=[CH:22][N:21]=4)[CH2:15]3)[CH2:12][CH2:13]2)=[O:7])=[CH:4][CH:3]=1. The yield is 0.350. (4) The catalyst is C1COCC1. The reactants are [Cl:1][C:2]1[CH:7]=[C:6]([C:8]#[N:9])[CH:5]=[C:4](Cl)[N:3]=1.[CH3:11][S-:12].[Na+]. The product is [Cl:1][C:2]1[CH:7]=[C:6]([C:8]#[N:9])[CH:5]=[C:4]([S:12][CH3:11])[N:3]=1. The yield is 0.610.